This data is from Full USPTO retrosynthesis dataset with 1.9M reactions from patents (1976-2016). The task is: Predict the reactants needed to synthesize the given product. (1) Given the product [CH3:1][O:2][C:3](=[O:13])[C:4]1[CH:12]=[CH:11][CH:10]=[C:6]([C:7]([N:36]([CH3:35])[CH2:37][C:38]2[CH:39]=[CH:40][C:41]([C:44]([N:46]3[CH2:52][C:51]4([CH3:54])[CH2:53][CH:47]3[CH2:48][C:49]([CH3:56])([CH3:55])[CH2:50]4)=[O:45])=[CH:42][CH:43]=2)=[O:9])[CH:5]=1, predict the reactants needed to synthesize it. The reactants are: [CH3:1][O:2][C:3](=[O:13])[C:4]1[CH:12]=[CH:11][CH:10]=[C:6]([C:7]([OH:9])=O)[CH:5]=1.C1C=CC2N(O)N=NC=2C=1.CCN=C=NCCCN(C)C.[CH3:35][NH:36][CH2:37][C:38]1[CH:43]=[CH:42][C:41]([C:44]([N:46]2[CH2:52][C:51]3([CH3:54])[CH2:53][CH:47]2[CH2:48][C:49]([CH3:56])([CH3:55])[CH2:50]3)=[O:45])=[CH:40][CH:39]=1.CCN(C(C)C)C(C)C. (2) Given the product [O:1]=[C:2]1[CH:8]([CH2:9][C:10]([OH:12])=[O:11])[CH2:7][C:6]2[CH:14]=[CH:15][C:16]([O:18][CH2:19][CH2:20][CH2:21][N:22]([C:30]3[CH:35]=[CH:34][CH:33]=[CH:32][N:31]=3)[C:23]([O:25][CH2:26][CH:27]([CH3:29])[CH3:28])=[O:24])=[CH:17][C:5]=2[CH2:4][N:3]1[CH2:36][C:37]1[CH:42]=[CH:41][C:40]([C:43]([F:46])([F:44])[F:45])=[CH:39][CH:38]=1, predict the reactants needed to synthesize it. The reactants are: [O:1]=[C:2]1[CH:8]([CH2:9][C:10]([O:12]C)=[O:11])[CH2:7][C:6]2[CH:14]=[CH:15][C:16]([O:18][CH2:19][CH2:20][CH2:21][N:22]([C:30]3[CH:35]=[CH:34][CH:33]=[CH:32][N:31]=3)[C:23]([O:25][CH2:26][CH:27]([CH3:29])[CH3:28])=[O:24])=[CH:17][C:5]=2[CH2:4][N:3]1[CH2:36][C:37]1[CH:42]=[CH:41][C:40]([C:43]([F:46])([F:45])[F:44])=[CH:39][CH:38]=1.N1C=CC=CC=1NCCCOC1C=CC2CC(CC(OCC)=O)C(=O)NCC=2C=1. (3) The reactants are: [Cl:1][C:2]1[N:7]=[C:6](Cl)[C:5]([O:9][CH3:10])=[CH:4][N:3]=1.[NH:11]1[CH2:16][CH2:15][O:14][CH2:13][CH2:12]1.[NH4+].[Cl-]. Given the product [Cl:1][C:2]1[N:7]=[C:6]([N:11]2[CH2:16][CH2:15][O:14][CH2:13][CH2:12]2)[C:5]([O:9][CH3:10])=[CH:4][N:3]=1, predict the reactants needed to synthesize it.